Dataset: Retrosynthesis with 50K atom-mapped reactions and 10 reaction types from USPTO. Task: Predict the reactants needed to synthesize the given product. (1) Given the product Cc1nc(N)c2c(n1)CCN(c1ccc(C3CCC(CC(=O)O)CC3)cc1)C2=O, predict the reactants needed to synthesize it. The reactants are: COC(=O)CC1CCC(c2ccc(N3CCc4nc(C)nc(N)c4C3=O)cc2)CC1. (2) Given the product COc1cccc(Cl)c1C(=O)Nc1ccccc1C(N)=O, predict the reactants needed to synthesize it. The reactants are: COc1cccc(Cl)c1C(=O)Cl.NC(=O)c1ccccc1N. (3) Given the product CC(C)(C)OC(=O)NC1=N[C@](C)(c2cc(NC(=O)c3ccc(C#N)cn3)ccc2F)Cn2c1nc(Cl)c2C#N, predict the reactants needed to synthesize it. The reactants are: CC(C)(C)OC(=O)NC1=N[C@](C)(c2cc(N)ccc2F)Cn2c1nc(Cl)c2C#N.N#Cc1ccc(C(=O)O)nc1. (4) Given the product CON=C(C#N)c1ccccc1CBr, predict the reactants needed to synthesize it. The reactants are: CON=C(C#N)c1ccccc1C.O=C1CCC(=O)N1Br.